This data is from Catalyst prediction with 721,799 reactions and 888 catalyst types from USPTO. The task is: Predict which catalyst facilitates the given reaction. Reactant: [CH3:1][C:2]([CH3:34])([CH3:33])[C:3]#[C:4][C:5]1[S:9][C:8]([C:10]([OH:12])=[O:11])=[C:7]([N:13]([C@H:23]2[CH2:27][CH2:26][N:25]([CH2:28][CH2:29][O:30]C)[C:24]2=[O:32])[C:14]([C@H:16]2[CH2:21][CH2:20][C@H:19]([CH3:22])[CH2:18][CH2:17]2)=[O:15])[CH:6]=1.B(Br)(Br)Br. Product: [CH3:33][C:2]([CH3:1])([CH3:34])[C:3]#[C:4][C:5]1[S:9][C:8]([C:10]([OH:12])=[O:11])=[C:7]([N:13]([C@H:23]2[CH2:27][CH2:26][N:25]([CH2:28][CH2:29][OH:30])[C:24]2=[O:32])[C:14]([C@H:16]2[CH2:21][CH2:20][C@H:19]([CH3:22])[CH2:18][CH2:17]2)=[O:15])[CH:6]=1. The catalyst class is: 2.